This data is from Full USPTO retrosynthesis dataset with 1.9M reactions from patents (1976-2016). The task is: Predict the reactants needed to synthesize the given product. (1) Given the product [F:23][C:24]1[CH:29]=[CH:28][CH:27]=[CH:26][C:25]=1[C:30]1[N:31]=[C:32]([N:35]2[CH2:36][CH2:37][N:38]([C:15]([NH:7][C:6]3[N:2]([CH3:1])[N:3]=[CH:4][CH:5]=3)=[O:17])[CH2:39][CH2:40]2)[S:33][CH:34]=1, predict the reactants needed to synthesize it. The reactants are: [CH3:1][N:2]1[C:6]([N:7]([C:15]([O:17]CC(Cl)(Cl)Cl)=O)C(OC(Cl)(Cl)Cl)=O)=[CH:5][CH:4]=[N:3]1.[F:23][C:24]1[CH:29]=[CH:28][CH:27]=[CH:26][C:25]=1[C:30]1[N:31]=[C:32]([N:35]2[CH2:40][CH2:39][NH:38][CH2:37][CH2:36]2)[S:33][CH:34]=1.C(N(C(C)C)CC)(C)C.O. (2) The reactants are: [Cl:1][C:2]1[CH:15]=[C:14]([C:16](O)=[O:17])[C:13]2[C:4](=[N:5][C:6]3[C:11]([N:12]=2)=[C:10]2[CH:19]=[CH:20][CH:21]=[C:22]([O:23][CH3:24])[C:9]2=[CH:8][CH:7]=3)[CH:3]=1.[CH3:25][N:26]([CH3:30])[CH2:27][CH2:28][NH2:29]. Given the product [CH3:25][N:26]([CH3:30])[CH2:27][CH2:28][NH:29][C:16]([C:14]1[C:13]2[C:4](=[N:5][C:6]3[C:11]([N:12]=2)=[C:10]2[CH:19]=[CH:20][CH:21]=[C:22]([O:23][CH3:24])[C:9]2=[CH:8][CH:7]=3)[CH:3]=[C:2]([Cl:1])[CH:15]=1)=[O:17], predict the reactants needed to synthesize it. (3) Given the product [Cl:1][C:2]1[C:9]([Cl:10])=[C:8]([N:18]2[CH2:19][CH2:20][C@H:16]([C:13]([OH:12])([CH3:15])[CH3:14])[C@@H:17]2[CH3:21])[CH:7]=[CH:6][C:3]=1[C:4]#[N:5], predict the reactants needed to synthesize it. The reactants are: [Cl:1][C:2]1[C:9]([Cl:10])=[C:8](F)[CH:7]=[CH:6][C:3]=1[C:4]#[N:5].[OH:12][C:13]([C@H:16]1[CH2:20][CH2:19][NH:18][C@H:17]1[CH3:21])([CH3:15])[CH3:14].C(=O)([O-])[O-].[Li+].[Li+]. (4) Given the product [CH2:1]([N:8]1[CH2:17][C:16]([CH3:19])([CH3:18])[NH:15][CH2:14][C:9]1([CH3:13])[CH3:10])[C:2]1[CH:3]=[CH:4][CH:5]=[CH:6][CH:7]=1, predict the reactants needed to synthesize it. The reactants are: [CH2:1]([N:8]1[CH2:17][C:16]([CH3:19])([CH3:18])[NH:15][CH2:14][C:9]21[CH2:13]CC[CH2:10]2)[C:2]1[CH:7]=[CH:6][CH:5]=[CH:4][CH:3]=1.CC(N)(C)CN.CC(C)(O)C#N.